Dataset: Full USPTO retrosynthesis dataset with 1.9M reactions from patents (1976-2016). Task: Predict the reactants needed to synthesize the given product. (1) Given the product [C:18]([O:17][C@@H:16]1[C:11]([C:8]2[CH:9]=[CH:10][C:5]([F:4])=[CH:6][CH:7]=2)=[CH:12][CH2:13][NH:14][CH2:15]1)(=[O:23])[C:19]([CH3:22])([CH3:21])[CH3:20], predict the reactants needed to synthesize it. The reactants are: ClCCl.[F:4][C:5]1[CH:10]=[CH:9][C:8]([C:11]2[C@@H:16]([O:17][C:18](=[O:23])[C:19]([CH3:22])([CH3:21])[CH3:20])[CH2:15][N:14](C(OC(C)(C)C)=O)[CH2:13][CH:12]=2)=[CH:7][CH:6]=1.FC(F)(F)C(O)=O.C(=O)(O)[O-].[Na+]. (2) Given the product [OH:33][C@@H:10]1[C@H:9]([OH:8])[C@:13]([CH2:16][OH:17])([CH:14]=[CH2:15])[O:12][C@H:11]1[N:25]1[CH:30]=[CH:29][C:28](=[O:31])[NH:27][C:26]1=[O:32], predict the reactants needed to synthesize it. The reactants are: C([O:8][C@@H:9]1[C@:13]([CH2:16][O:17]CC2C=CC=CC=2)([CH:14]=[CH2:15])[O:12][C@@H:11]([N:25]2[CH:30]=[CH:29][C:28](=[O:31])[NH:27][C:26]2=[O:32])[C@@H:10]1[OH:33])C1C=CC=CC=1.B(Cl)(Cl)Cl. (3) Given the product [Cl:21][C:22]1[CH:23]=[CH:24][C:25]([O:40][CH3:41])=[C:26]([C:28]2[N:36]3[C:31]([CH:32]=[N:33][C:34]([N:5]4[C:18]5[CH:13]=[CH:12][N:6]=[CH:7][C:8]=5[N:9]=[CH:4]4)=[N:35]3)=[CH:30][CH:29]=2)[CH:27]=1, predict the reactants needed to synthesize it. The reactants are: CS([C:4]1[N:9]=[CH:8][C:7]2=CC=[C:12]([C:13]3[CH:18]=CC=CC=3OC)[N:6]2[N:5]=1)=O.[Cl:21][C:22]1[CH:23]=[CH:24][C:25]([O:40][CH3:41])=[C:26]([C:28]2[N:36]3[C:31]([CH:32]=[N:33][C:34](S(C)=O)=[N:35]3)=[CH:30][CH:29]=2)[CH:27]=1. (4) Given the product [O:19]1[C:8]2[CH:7]=[CH:6][C:13]([O:16][CH2:2][C:3]3[CH:8]=[CH:7][CH:6]=[CH:5][C:4]=3[C:9]([O:11][CH3:12])=[O:10])=[CH:2][C:3]=2[CH:4]=[CH:5]1.[O:19]1[C:3]2[CH:8]=[CH:7][C:13]([O:16][CH2:2][C:3]3[CH:8]=[CH:7][CH:6]=[CH:5][C:4]=3[C:9]([O:11][CH3:12])=[O:10])=[CH:9][C:4]=2[CH2:5][CH2:6]1, predict the reactants needed to synthesize it. The reactants are: Br[CH2:2][C:3]1[C:4]([C:9]([O:11][CH3:12])=[O:10])=[CH:5][CH:6]=[CH:7][CH:8]=1.[C:13](=[O:16])([O-])[O-].[K+].[K+].[OH2:19]. (5) Given the product [Cl:9][C:3]1[C:4]([Cl:8])=[CH:5][CH:6]=[CH:7][C:2]=1[N:10]1[CH2:16][CH2:15][CH2:14][N:13]([C:39]([O:38][C:35]([CH3:37])([CH3:36])[CH3:34])=[O:40])[CH2:12][CH2:11]1, predict the reactants needed to synthesize it. The reactants are: Br[C:2]1[CH:7]=[CH:6][CH:5]=[C:4]([Cl:8])[C:3]=1[Cl:9].[NH:10]1[CH2:16][CH2:15][CH2:14][NH:13][CH2:12][CH2:11]1.C1CCN2C(=NCCC2)CC1.CC([O-])(C)C.[Na+].[CH3:34][C:35]([O:38][C:39](O[C:39]([O:38][C:35]([CH3:37])([CH3:36])[CH3:34])=[O:40])=[O:40])([CH3:37])[CH3:36]. (6) Given the product [C:13]([O:16][C:17]([CH3:22])([CH3:21])[C:18]([NH:20][C:2]1[CH:3]=[C:4]([CH:9]=[C:10]([CH3:12])[N:11]=1)[C:5]([O:7][CH3:8])=[O:6])=[O:19])(=[O:15])[CH3:14], predict the reactants needed to synthesize it. The reactants are: Cl[C:2]1[CH:3]=[C:4]([CH:9]=[C:10]([CH3:12])[N:11]=1)[C:5]([O:7][CH3:8])=[O:6].[C:13]([O:16][C:17]([CH3:22])([CH3:21])[C:18]([NH2:20])=[O:19])(=[O:15])[CH3:14]. (7) Given the product [CH3:17][C@@:7]12[C@@H:6]([CH2:5][CH2:4][C@@:27]([OH:31])([CH:26]=[CH2:25])[CH3:28])[C@@:2]([OH:3])([CH3:1])[CH2:14][CH2:13][C@H:12]1[C:11]([CH3:15])([CH3:16])[CH2:10][CH2:9][CH2:8]2, predict the reactants needed to synthesize it. The reactants are: [CH3:1][C:2]12[CH2:14][CH2:13][CH:12]3[C:7]([CH3:17])([CH2:8][CH2:9][CH2:10][C:11]3([CH3:16])[CH3:15])[CH:6]1[CH2:5][CH2:4][O:3]2.C[C@@]12[C@H:28]3CC[O:31][C@:27]3(C)[CH2:26][CH2:25][C@H]1C(C)(C)CCC2. (8) The reactants are: Cl[CH2:2][C:3]1[C:11]([F:12])=[CH:10][C:6]2[O:7][CH2:8][O:9][C:5]=2[CH:4]=1.[C-:13]#[N:14].[Na+].O. Given the product [F:12][C:11]1[C:3]([CH2:2][C:13]#[N:14])=[CH:4][C:5]2[O:9][CH2:8][O:7][C:6]=2[CH:10]=1, predict the reactants needed to synthesize it. (9) Given the product [Cl:12][C:10]1[CH:9]=[CH:8][C:7]([O:13][CH2:14][C:15]([N:17]2[CH2:22][C@H:21]([CH3:23])[N:20]([CH2:24][C:25]3[CH:26]=[CH:27][C:28]([F:31])=[CH:29][CH:30]=3)[CH2:19][C@H:18]2[CH3:32])=[O:16])=[C:6]([CH:5]=[CH:4][C:3]([OH:33])=[O:2])[CH:11]=1, predict the reactants needed to synthesize it. The reactants are: C[O:2][C:3](=[O:33])[CH:4]=[CH:5][C:6]1[CH:11]=[C:10]([Cl:12])[CH:9]=[CH:8][C:7]=1[O:13][CH2:14][C:15]([N:17]1[CH2:22][C@H:21]([CH3:23])[N:20]([CH2:24][C:25]2[CH:30]=[CH:29][C:28]([F:31])=[CH:27][CH:26]=2)[CH2:19][C@H:18]1[CH3:32])=[O:16].O.[OH-].[Li+].